Dataset: Full USPTO retrosynthesis dataset with 1.9M reactions from patents (1976-2016). Task: Predict the reactants needed to synthesize the given product. Given the product [CH2:1]([O:8][CH2:9][N:10]1[C:18]2[C:17]([NH2:19])=[N:16][C:15]([CH2:20][CH2:21][CH2:22][CH3:23])=[N:14][C:13]=2[C:12]([C:46]#[C:45][CH2:44][CH2:43][CH2:42][N:39]2[CH2:40][CH2:41][N:36]([CH:34]([CH3:35])[CH3:33])[CH2:37][CH2:38]2)=[C:11]1[CH3:25])[C:2]1[CH:7]=[CH:6][CH:5]=[CH:4][CH:3]=1, predict the reactants needed to synthesize it. The reactants are: [CH2:1]([O:8][CH2:9][N:10]1[C:18]2[C:17]([NH2:19])=[N:16][C:15]([CH2:20][CH2:21][CH2:22][CH3:23])=[N:14][C:13]=2[C:12](I)=[C:11]1[CH3:25])[C:2]1[CH:7]=[CH:6][CH:5]=[CH:4][CH:3]=1.C(N(CC)CC)C.[CH3:33][CH:34]([N:36]1[CH2:41][CH2:40][N:39]([CH2:42][CH2:43][CH2:44][C:45]#[CH:46])[CH2:38][CH2:37]1)[CH3:35].